Predict the product of the given reaction. From a dataset of Forward reaction prediction with 1.9M reactions from USPTO patents (1976-2016). Given the reactants Br[C:2]12[CH2:9][CH2:8][C:5]([C:10]([O:12]C)=[O:11])([CH2:6][CH2:7]1)[CH2:4][CH2:3]2.Cl.[OH-:15].[Na+], predict the reaction product. The product is: [OH:15][C:2]12[CH2:9][CH2:8][C:5]([C:10]([OH:12])=[O:11])([CH2:6][CH2:7]1)[CH2:4][CH2:3]2.